From a dataset of NCI-60 drug combinations with 297,098 pairs across 59 cell lines. Regression. Given two drug SMILES strings and cell line genomic features, predict the synergy score measuring deviation from expected non-interaction effect. (1) Drug 1: CC12CCC(CC1=CCC3C2CCC4(C3CC=C4C5=CN=CC=C5)C)O. Drug 2: C1=CC=C(C(=C1)C(C2=CC=C(C=C2)Cl)C(Cl)Cl)Cl. Cell line: HCT-15. Synergy scores: CSS=12.4, Synergy_ZIP=0.119, Synergy_Bliss=1.39, Synergy_Loewe=-1.43, Synergy_HSA=-0.260. (2) Drug 1: C1CN1P(=S)(N2CC2)N3CC3. Drug 2: CN1C(=O)N2C=NC(=C2N=N1)C(=O)N. Cell line: UACC-257. Synergy scores: CSS=4.42, Synergy_ZIP=-1.02, Synergy_Bliss=-0.305, Synergy_Loewe=-3.95, Synergy_HSA=-0.840. (3) Drug 1: CCC1=CC2CC(C3=C(CN(C2)C1)C4=CC=CC=C4N3)(C5=C(C=C6C(=C5)C78CCN9C7C(C=CC9)(C(C(C8N6C)(C(=O)OC)O)OC(=O)C)CC)OC)C(=O)OC.C(C(C(=O)O)O)(C(=O)O)O. Drug 2: CS(=O)(=O)CCNCC1=CC=C(O1)C2=CC3=C(C=C2)N=CN=C3NC4=CC(=C(C=C4)OCC5=CC(=CC=C5)F)Cl. Cell line: NCI-H522. Synergy scores: CSS=67.8, Synergy_ZIP=-0.593, Synergy_Bliss=3.89, Synergy_Loewe=-12.2, Synergy_HSA=5.30. (4) Synergy scores: CSS=36.1, Synergy_ZIP=-0.650, Synergy_Bliss=-4.77, Synergy_Loewe=-7.77, Synergy_HSA=-2.82. Drug 1: C1=NC2=C(N1)C(=S)N=C(N2)N. Cell line: LOX IMVI. Drug 2: CN(C(=O)NC(C=O)C(C(C(CO)O)O)O)N=O.